This data is from Full USPTO retrosynthesis dataset with 1.9M reactions from patents (1976-2016). The task is: Predict the reactants needed to synthesize the given product. Given the product [NH2:22][C:3]1[CH:4]=[C:5]([CH:20]=[CH:21][C:2]=1[F:1])[C:6]([NH:8][CH2:9][C:10]([OH:12])=[O:11])=[O:7], predict the reactants needed to synthesize it. The reactants are: [F:1][C:2]1[CH:21]=[CH:20][C:5]([C:6]([NH:8][CH2:9][C:10]([O:12]CC2C=CC=CC=2)=[O:11])=[O:7])=[CH:4][C:3]=1[N+:22]([O-])=O.